Dataset: Full USPTO retrosynthesis dataset with 1.9M reactions from patents (1976-2016). Task: Predict the reactants needed to synthesize the given product. Given the product [F:18][C:15]1[CH:16]=[CH:17][C:12]([C:3]2([C:5]3[CH:6]=[CH:7][C:8]([F:11])=[CH:9][CH:10]=3)[O:4][C:33](=[O:34])[NH:1][C@H:2]2[C:19]2[CH:24]=[CH:23][CH:22]=[CH:21][CH:20]=2)=[CH:13][CH:14]=1, predict the reactants needed to synthesize it. The reactants are: [NH2:1][C@@H:2]([C:19]1[CH:24]=[CH:23][CH:22]=[CH:21][CH:20]=1)[C:3]([C:12]1[CH:17]=[CH:16][C:15]([F:18])=[CH:14][CH:13]=1)([C:5]1[CH:10]=[CH:9][C:8]([F:11])=[CH:7][CH:6]=1)[OH:4].C(N(CC)CC)C.Cl[C:33](OC(Cl)(Cl)Cl)=[O:34].